The task is: Predict the reactants needed to synthesize the given product.. This data is from Retrosynthesis with 50K atom-mapped reactions and 10 reaction types from USPTO. (1) Given the product Nc1ccc(-n2cccn2)cc1N, predict the reactants needed to synthesize it. The reactants are: Nc1cc(-n2cccn2)ccc1[N+](=O)[O-]. (2) The reactants are: COc1cc(CO)ccc1F. Given the product COc1cc(C=O)ccc1F, predict the reactants needed to synthesize it. (3) Given the product O=C(O)/C=C/c1ccc(Cn2ccnc2)c(Cl)c1, predict the reactants needed to synthesize it. The reactants are: CCOC(=O)/C=C/c1ccc(Cn2ccnc2)c(Cl)c1. (4) Given the product COC(=O)c1ccc(Nc2cnccn2)cc1, predict the reactants needed to synthesize it. The reactants are: COC(=O)c1ccc(N)cc1.Clc1cnccn1. (5) Given the product CC(NC(=O)Cn1nc(C(F)(F)F)c2c1CCN(C(=O)OC(C)(C)C)C2)c1ccc(Cl)cc1, predict the reactants needed to synthesize it. The reactants are: CC(C)(C)OC(=O)N1CCc2c(c(C(F)(F)F)nn2CC(=O)O)C1.CC(N)c1ccc(Cl)cc1.